Task: Predict the reactants needed to synthesize the given product.. Dataset: Full USPTO retrosynthesis dataset with 1.9M reactions from patents (1976-2016) (1) Given the product [CH3:1][O:2][C:3]1[C:8]([O:9][CH3:10])=[C:7]([O:11][CH3:12])[CH:6]=[CH:5][C:4]=1[CH:13]=[CH:14][C:15]([OH:17])=[O:16], predict the reactants needed to synthesize it. The reactants are: [CH3:1][O:2][C:3]1[C:8]([O:9][CH3:10])=[C:7]([O:11][CH3:12])[CH:6]=[CH:5][C:4]=1[CH:13]=[CH:14][C:15]([O:17]CC)=[O:16].[OH-].[K+]. (2) Given the product [Si:13]([O:12][CH2:11][C@H:10]([O:30][CH2:31][C:32]1[CH:33]=[CH:34][C:35]([O:38][CH3:39])=[CH:36][CH:37]=1)[CH2:9][C@@H:8]([O:40][CH2:41][C:42]1[CH:47]=[CH:46][C:45]([O:48][CH3:49])=[CH:44][CH:43]=1)[C@H:7]([CH3:50])[CH:6]=[CH:5][CH2:4][OH:3])([C:26]([CH3:29])([CH3:27])[CH3:28])([C:14]1[CH:19]=[CH:18][CH:17]=[CH:16][CH:15]=1)[C:20]1[CH:21]=[CH:22][CH:23]=[CH:24][CH:25]=1, predict the reactants needed to synthesize it. The reactants are: C([O:3][C:4](=O)[CH:5]=[CH:6][C@@H:7]([CH3:50])[C@H:8]([O:40][CH2:41][C:42]1[CH:47]=[CH:46][C:45]([O:48][CH3:49])=[CH:44][CH:43]=1)[CH2:9][C@@H:10]([O:30][CH2:31][C:32]1[CH:37]=[CH:36][C:35]([O:38][CH3:39])=[CH:34][CH:33]=1)[CH2:11][O:12][Si:13]([C:26]([CH3:29])([CH3:28])[CH3:27])([C:20]1[CH:25]=[CH:24][CH:23]=[CH:22][CH:21]=1)[C:14]1[CH:19]=[CH:18][CH:17]=[CH:16][CH:15]=1)C. (3) Given the product [F:19][C:20]1[CH:25]=[CH:24][C:23]([C:2]2[CH:9]=[CH:8][C:5]([C:6]#[N:7])=[C:4]([C:10]([F:13])([F:12])[F:11])[CH:3]=2)=[C:22]([O:29][CH3:30])[CH:21]=1, predict the reactants needed to synthesize it. The reactants are: Br[C:2]1[CH:9]=[CH:8][C:5]([C:6]#[N:7])=[C:4]([C:10]([F:13])([F:12])[F:11])[CH:3]=1.C([O-])(O)=O.[Na+].[F:19][C:20]1[CH:25]=[CH:24][C:23](B(O)O)=[C:22]([O:29][CH3:30])[CH:21]=1. (4) Given the product [CH3:1][O:2][C:3]1[CH:8]=[C:7]([C:9]([F:12])([F:11])[F:10])[CH:6]=[CH:5][C:4]=1[C:17]1[C:26]2[C:21](=[CH:22][C:23]([S:28]([NH:31][C:32]3[S:33][CH:34]=[CH:35][N:36]=3)(=[O:29])=[O:30])=[CH:24][C:25]=2[CH3:27])[N:20]=[CH:19][CH:18]=1, predict the reactants needed to synthesize it. The reactants are: [CH3:1][O:2][C:3]1[CH:8]=[C:7]([C:9]([F:12])([F:11])[F:10])[CH:6]=[CH:5][C:4]=1B(O)O.Cl[C:17]1[C:26]2[C:21](=[CH:22][C:23]([S:28]([N:31](CC3C=CC(OC)=CC=3)[C:32]3[S:33][CH:34]=[CH:35][N:36]=3)(=[O:30])=[O:29])=[CH:24][C:25]=2[CH3:27])[N:20]=[CH:19][CH:18]=1.[O-]P([O-])([O-])=O.[K+].[K+].[K+].O1CCOCC1. (5) Given the product [F:1][CH2:2][C@@:3]1([C:48]([OH:50])=[O:49])[CH2:8][CH2:7][C:6]([C:9]2[C:10]([CH3:47])([CH3:46])[C@H:11]3[C@:24]([CH3:27])([CH2:25][CH:26]=2)[C@@H:23]2[C@:14]([CH3:45])([C@@:15]4([CH3:44])[C@H:20]([CH2:21][CH2:22]2)[C@H:19]2[C@H:28]([C:31]([CH3:33])=[CH2:32])[CH2:29][CH2:30][C@:18]2([NH:34][C:35](=[O:43])[CH2:36][CH:37]2[CH2:42][CH2:41][O:40][CH2:39][CH2:38]2)[CH2:17][CH2:16]4)[CH2:13][CH2:12]3)=[CH:5][CH2:4]1, predict the reactants needed to synthesize it. The reactants are: [F:1][CH2:2][C@@:3]1([C:48]([O:50]CC2C=CC=CC=2)=[O:49])[CH2:8][CH2:7][C:6]([C:9]2[C:10]([CH3:47])([CH3:46])[C@H:11]3[C@:24]([CH3:27])([CH2:25][CH:26]=2)[C@@H:23]2[C@:14]([CH3:45])([C@@:15]4([CH3:44])[C@H:20]([CH2:21][CH2:22]2)[C@H:19]2[C@H:28]([C:31]([CH3:33])=[CH2:32])[CH2:29][CH2:30][C@:18]2([NH:34][C:35](=[O:43])[CH2:36][CH:37]2[CH2:42][CH2:41][O:40][CH2:39][CH2:38]2)[CH2:17][CH2:16]4)[CH2:13][CH2:12]3)=[CH:5][CH2:4]1.[OH-].[Na+]. (6) Given the product [Cl:11][C:9]1[C:8]([CH3:12])=[C:7]([CH:13]2[CH2:16][N:15]([C:17]([O:19][CH2:20][C:21]3[CH:26]=[CH:25][CH:24]=[CH:23][CH:22]=3)=[O:18])[CH2:14]2)[C:6]([O:27][CH2:28][CH3:29])=[C:5]([CH:3]([NH:2][C:31]2[N:39]=[CH:38][N:37]=[C:36]3[C:32]=2[N:33]=[CH:34][NH:35]3)[CH3:4])[CH:10]=1, predict the reactants needed to synthesize it. The reactants are: Cl.[NH2:2][CH:3]([C:5]1[C:6]([O:27][CH2:28][CH3:29])=[C:7]([CH:13]2[CH2:16][N:15]([C:17]([O:19][CH2:20][C:21]3[CH:26]=[CH:25][CH:24]=[CH:23][CH:22]=3)=[O:18])[CH2:14]2)[C:8]([CH3:12])=[C:9]([Cl:11])[CH:10]=1)[CH3:4].Br[C:31]1[N:39]=[CH:38][N:37]=[C:36]2[C:32]=1[N:33]=[CH:34][NH:35]2.CCN(C(C)C)C(C)C.